This data is from NCI-60 drug combinations with 297,098 pairs across 59 cell lines. The task is: Regression. Given two drug SMILES strings and cell line genomic features, predict the synergy score measuring deviation from expected non-interaction effect. Drug 1: CC12CCC(CC1=CCC3C2CCC4(C3CC=C4C5=CN=CC=C5)C)O. Drug 2: CC1C(C(CC(O1)OC2CC(CC3=C2C(=C4C(=C3O)C(=O)C5=C(C4=O)C(=CC=C5)OC)O)(C(=O)CO)O)N)O.Cl. Cell line: MOLT-4. Synergy scores: CSS=45.8, Synergy_ZIP=-0.291, Synergy_Bliss=-0.753, Synergy_Loewe=-14.1, Synergy_HSA=-0.284.